Dataset: Cav3 T-type calcium channel HTS with 100,875 compounds. Task: Binary Classification. Given a drug SMILES string, predict its activity (active/inactive) in a high-throughput screening assay against a specified biological target. (1) The drug is O1CC2N(c3c(CC42C(=O)N(C(=O)NC4=O)CCCC)cccc3)CC1. The result is 0 (inactive). (2) The compound is S(c1n(c2c(n(c(=O)[nH]c2=O)C)n1)Cc1ccc(cc1)C)c1sc(nn1)C. The result is 0 (inactive). (3) The drug is O=C(Nc1c(OC)cccc1OC)C1N(CCC1)C(=O)NCc1ccccc1. The result is 0 (inactive). (4) The compound is O=C(n1nc(N)c2c1nc1c(c2)ccc(OC)c1)Cc1c(OC)cccc1. The result is 0 (inactive). (5) The compound is S(CNC(=O)CC12CC3CC(C2)CC(C1)C3)CC(O)=O. The result is 0 (inactive). (6) The compound is O1C=2CC(CC(=O)C2C(C(=C1/N=C\N1CCOCC1)C#N)c1ccccc1)(C)C. The result is 0 (inactive). (7) The molecule is O=C(NCCCN(CC)CC)c1ccc(OCC)cc1. The result is 0 (inactive). (8) The drug is s1c(C(=O)Nc2c(N3CCOCC3)ccc(c2)C(F)(F)F)ccc1. The result is 0 (inactive). (9) The molecule is S(=O)(=O)(CC(=O)N1CCN(C2CCCCC2)CC1)Cc1nc(oc1C)c1cc(OC)ccc1. The result is 0 (inactive).